Dataset: Peptide-MHC class II binding affinity with 134,281 pairs from IEDB. Task: Regression. Given a peptide amino acid sequence and an MHC pseudo amino acid sequence, predict their binding affinity value. This is MHC class II binding data. (1) The peptide sequence is SVYLSDNGVMSEQGS. The MHC is DRB1_0101 with pseudo-sequence DRB1_0101. The binding affinity (normalized) is 0.857. (2) The peptide sequence is SINYRTEIDKPCQHH. The MHC is DRB1_0802 with pseudo-sequence DRB1_0802. The binding affinity (normalized) is 0.410. (3) The MHC is HLA-DPA10103-DPB10401 with pseudo-sequence HLA-DPA10103-DPB10401. The peptide sequence is ADCGAGFFDPLTRGV. The binding affinity (normalized) is 0.425. (4) The peptide sequence is MYKECEWPLTHTIGT. The MHC is DRB1_1301 with pseudo-sequence DRB1_1301. The binding affinity (normalized) is 0. (5) The peptide sequence is FKLTYFLEAPQDICP. The MHC is DRB1_0101 with pseudo-sequence DRB1_0101. The binding affinity (normalized) is 0.594.